Dataset: Full USPTO retrosynthesis dataset with 1.9M reactions from patents (1976-2016). Task: Predict the reactants needed to synthesize the given product. Given the product [O:1]1[CH:5]=[CH:4][CH:3]=[C:2]1[CH2:6][CH2:7][C:8]1[CH:15]=[CH:14][C:11](/[CH:12]=[CH:19]/[N+:16]([O-:18])=[O:17])=[CH:10][CH:9]=1, predict the reactants needed to synthesize it. The reactants are: [O:1]1[CH:5]=[CH:4][CH:3]=[C:2]1[CH2:6][CH2:7][C:8]1[CH:15]=[CH:14][C:11]([CH:12]=O)=[CH:10][CH:9]=1.[N+:16]([CH3:19])([O-:18])=[O:17].C([O-])(=O)C.[NH4+].